Dataset: Experimentally validated miRNA-target interactions with 360,000+ pairs, plus equal number of negative samples. Task: Binary Classification. Given a miRNA mature sequence and a target amino acid sequence, predict their likelihood of interaction. (1) The miRNA is hsa-miR-107 with sequence AGCAGCAUUGUACAGGGCUAUCA. Result: 0 (no interaction). The protein sequence of the target gene is METPLEKALTTMVTTFHKYSGREGSKLTLSRKELKELIKKELCLGEMKESSIDDLMKSLDKNSDQEIDFKEYSVFLTMLCMAYNDFFLEDNK. (2) The miRNA is hsa-miR-574-3p with sequence CACGCUCAUGCACACACCCACA. The protein sequence of the target gene is MPITQDNAVLHLPLLYQWLQNSLQEGGDGPEQRLCQAAIQKLQEYIQLNFAVDESTVPPDHSPPEMEICTVYLTKELGDTETVGLSFGNIPVFGDYGEKRRGGKKRKTHQGPVLDVGCIWVTELRKNSPAGKSGKVRLRDEILSLNGQLMVGVDVSGASYLAEQCWNGGFIYLIMLRRFKHKAHSTYNGNSSNSSEPGETPTLELGDRTAKKGKRTRKFGVISRPPANKAPEESKGSAGCEVSSDPSTELENGPDPELGNGHVFQLENGPDSLKEVAGPHLERSEVDRGTEHRIPKTDAP.... Result: 1 (interaction).